From a dataset of Reaction yield outcomes from USPTO patents with 853,638 reactions. Predict the reaction yield, written as a fraction of the theoretical maximum amount of product (1.0 means a 100% yield; for example, 0.34 means a 34% yield). (1) The reactants are [C:1]([C:5]1[C:9]([CH2:10][CH2:11][CH2:12][OH:13])=[CH:8][N:7]([C:14]2[N:15]=[N:16][C:17]([C:20]([F:23])([F:22])[F:21])=[CH:18][CH:19]=2)[N:6]=1)([CH3:4])([CH3:3])[CH3:2].O[C:25]1[C:30]([O:31][CH3:32])=[CH:29][CH:28]=[CH:27][C:26]=1[CH2:33][C:34]([O:36]C)=[O:35].C(P(CCCC)CCCC)CCC.N(C(N1CCCCC1)=O)=NC(N1CCCCC1)=O. The catalyst is O1CCCC1. The product is [C:1]([C:5]1[C:9]([CH2:10][CH2:11][CH2:12][O:13][C:25]2[C:30]([O:31][CH3:32])=[CH:29][CH:28]=[CH:27][C:26]=2[CH2:33][C:34]([OH:36])=[O:35])=[CH:8][N:7]([C:14]2[N:15]=[N:16][C:17]([C:20]([F:21])([F:22])[F:23])=[CH:18][CH:19]=2)[N:6]=1)([CH3:4])([CH3:2])[CH3:3]. The yield is 0.580. (2) The reactants are ClC1C(C(=O)N(CCCC)CCCC)=NN(C2C=CC(C(OCC)=O)=CC=2C(N2CCC3C(=CC=CC=3)C2)=O)C=1C.[Cl:42][C:43]1[C:44]([C:49]([O:51][CH2:52][CH3:53])=[O:50])=[N:45][NH:46][C:47]=1[CH3:48].F[C:55]1[CH:70]=[CH:69][C:58]([C:59]([O:61][CH2:62][C:63]2[CH:68]=[CH:67][CH:66]=[CH:65][CH:64]=2)=[O:60])=[CH:57][C:56]=1[C:71]([N:73]1[CH2:82][CH2:81][C:80]2[C:75](=[CH:76][CH:77]=[CH:78][CH:79]=2)[CH2:74]1)=[O:72]. No catalyst specified. The product is [CH2:62]([O:61][C:59]([C:58]1[CH:69]=[CH:70][C:55]([N:46]2[C:47]([CH3:48])=[C:43]([Cl:42])[C:44]([C:49]([O:51][CH2:52][CH3:53])=[O:50])=[N:45]2)=[C:56]([C:71]([N:73]2[CH2:82][CH2:81][C:80]3[C:75](=[CH:76][CH:77]=[CH:78][CH:79]=3)[CH2:74]2)=[O:72])[CH:57]=1)=[O:60])[C:63]1[CH:64]=[CH:65][CH:66]=[CH:67][CH:68]=1. The yield is 0.480.